The task is: Predict the reaction yield, written as a fraction of the theoretical maximum amount of product (1.0 means a 100% yield; for example, 0.34 means a 34% yield).. This data is from Reaction yield outcomes from USPTO patents with 853,638 reactions. The reactants are [C:1]([O:5][C:6]([NH:8][CH:9]([CH2:13][S:14][CH2:15]/[CH:16]=[C:17](\[CH3:29])/[CH2:18][CH2:19]/[CH:20]=[C:21](\[CH3:28])/[CH2:22][CH2:23][CH:24]=[C:25]([CH3:27])[CH3:26])[C:10](O)=[O:11])=[O:7])([CH3:4])([CH3:3])[CH3:2].[NH2:30][OH:31]. The catalyst is C(#N)C. The product is [OH:31][NH:30][C:10](=[O:11])[CH:9]([NH:8][C:6](=[O:7])[O:5][C:1]([CH3:4])([CH3:3])[CH3:2])[CH2:13][S:14][CH2:15]/[CH:16]=[C:17](\[CH3:29])/[CH2:18][CH2:19]/[CH:20]=[C:21](\[CH3:28])/[CH2:22][CH2:23][CH:24]=[C:25]([CH3:27])[CH3:26]. The yield is 0.490.